Predict the product of the given reaction. From a dataset of Forward reaction prediction with 1.9M reactions from USPTO patents (1976-2016). (1) The product is: [Cl:1][C:2]1[CH:7]=[CH:6][CH:5]=[C:4]([F:8])[C:3]=1[C:9]1[N:13]=[C:12]([C:14]2[C:18]([CH3:19])=[C:17]([C:20]3[CH:25]=[CH:24][C:23]([O:26][CH2:31][CH2:32][CH3:33])=[CH:22][CH:21]=3)[S:16][CH:15]=2)[N:11]([CH3:27])[N:10]=1. Given the reactants [Cl:1][C:2]1[CH:7]=[CH:6][CH:5]=[C:4]([F:8])[C:3]=1[C:9]1[N:13]=[C:12]([C:14]2[C:18]([CH3:19])=[C:17]([C:20]3[CH:25]=[CH:24][C:23]([OH:26])=[CH:22][CH:21]=3)[S:16][CH:15]=2)[N:11]([CH3:27])[N:10]=1.[H-].[Na+].I[CH2:31][CH2:32][CH3:33], predict the reaction product. (2) The product is: [CH:16]([C:15]1[CH:14]=[CH:13][C:12]([C:10]([O:9][CH3:8])=[O:11])=[CH:37][CH:36]=1)=[CH:38][CH2:39][CH2:40][CH3:41]. Given the reactants CC(C)([O-])C.[K+].[Br-].[CH3:8][O:9][C:10]([C:12]1[CH:37]=[CH:36][C:15]([CH2:16][P+](C2C=CC=CC=2)(C2C=CC=CC=2)C2C=CC=CC=2)=[CH:14][CH:13]=1)=[O:11].[CH:38](=O)[CH2:39][CH2:40][CH3:41], predict the reaction product.